This data is from Forward reaction prediction with 1.9M reactions from USPTO patents (1976-2016). The task is: Predict the product of the given reaction. (1) Given the reactants [Br:1][C:2]1[C:3]([Cl:23])=[CH:4][CH:5]=[C:6]2[C:10]=1[NH:9][C:8]([C:11]([O:13][CH2:14][CH3:15])=[O:12])=[C:7]2[CH2:16][CH2:17][C:18](OCC)=[O:19].C1COCC1, predict the reaction product. The product is: [Br:1][C:2]1[C:3]([Cl:23])=[CH:4][CH:5]=[C:6]2[C:10]=1[NH:9][C:8]([C:11]([O:13][CH2:14][CH3:15])=[O:12])=[C:7]2[CH2:16][CH2:17][CH2:18][OH:19]. (2) Given the reactants [N+:1](/[CH:4]=[C:5](/[C:7]1[CH:12]=[CH:11][CH:10]=[CH:9][CH:8]=1)\[CH3:6])([O-:3])=[O:2].[N+](CC(C1C=CC=CC=1)C)([O-])=O, predict the reaction product. The product is: [N+:1]([CH2:4][C:5]([C:7]1[CH:12]=[CH:11][CH:10]=[CH:9][CH:8]=1)=[CH2:6])([O-:3])=[O:2]. (3) The product is: [Br:2][C:3]1[CH:8]=[CH:7][C:6]([CH:9]2[CH2:10][CH2:11][N:12]([C:15](=[O:17])[CH3:16])[CH2:13][CH2:14]2)=[CH:5][CH:4]=1. Given the reactants Cl.[Br:2][C:3]1[CH:8]=[CH:7][C:6]([CH:9]2[CH2:14][CH2:13][NH:12][CH2:11][CH2:10]2)=[CH:5][CH:4]=1.[C:15](Cl)(=[O:17])[CH3:16], predict the reaction product. (4) Given the reactants [CH2:1]([O:8][CH2:9][N:10]1[C:18]2[C:17]([NH2:19])=[N:16][C:15]([CH2:20][CH2:21][CH2:22][CH3:23])=[N:14][C:13]=2[C:12](I)=[C:11]1[CH3:25])[C:2]1[CH:7]=[CH:6][CH:5]=[CH:4][CH:3]=1.C(N(CC)CC)C.[CH3:33][CH:34]([N:36]1[CH2:41][CH2:40][N:39]([CH2:42][CH2:43][CH2:44][C:45]#[CH:46])[CH2:38][CH2:37]1)[CH3:35], predict the reaction product. The product is: [CH2:1]([O:8][CH2:9][N:10]1[C:18]2[C:17]([NH2:19])=[N:16][C:15]([CH2:20][CH2:21][CH2:22][CH3:23])=[N:14][C:13]=2[C:12]([C:46]#[C:45][CH2:44][CH2:43][CH2:42][N:39]2[CH2:40][CH2:41][N:36]([CH:34]([CH3:35])[CH3:33])[CH2:37][CH2:38]2)=[C:11]1[CH3:25])[C:2]1[CH:7]=[CH:6][CH:5]=[CH:4][CH:3]=1.